Dataset: Forward reaction prediction with 1.9M reactions from USPTO patents (1976-2016). Task: Predict the product of the given reaction. (1) The product is: [CH2:26]([O:28][C:29](=[O:40])[CH:30]([CH2:36][CH2:37][CH2:38][N:22]1[CH2:21][CH2:20][N:19]([C:16]2[S:17][CH:18]=[C:14]([C:6]3[CH:5]=[CH:4][C:3]4[C:2]([CH3:25])([CH3:1])[CH2:11][CH2:10][C:9]([CH3:12])([CH3:13])[C:8]=4[CH:7]=3)[N:15]=2)[CH2:24][CH2:23]1)[C:31]([O:33][CH2:34][CH3:35])=[O:32])[CH3:27]. Given the reactants [CH3:1][C:2]1([CH3:25])[CH2:11][CH2:10][C:9]([CH3:13])([CH3:12])[C:8]2[CH:7]=[C:6]([C:14]3[N:15]=[C:16]([N:19]4[CH2:24][CH2:23][NH:22][CH2:21][CH2:20]4)[S:17][CH:18]=3)[CH:5]=[CH:4][C:3]1=2.[CH2:26]([O:28][C:29](=[O:40])[CH:30]([CH2:36][CH2:37][CH2:38]Cl)[C:31]([O:33][CH2:34][CH3:35])=[O:32])[CH3:27].C(N(CC)CC)C, predict the reaction product. (2) Given the reactants [CH2:1]([N:5]1[C:10]2=[N:11][C:12]([O:15][CH3:16])=[CH:13][N:14]=[C:9]2[CH:8]=[CH:7][C:6]1=[O:17])[CH2:2][CH:3]=[CH2:4].[OH2:18].C([O:21]CC)C, predict the reaction product. The product is: [OH:18][CH:3]([CH2:4][OH:21])[CH2:2][CH2:1][N:5]1[C:10]2=[N:11][C:12]([O:15][CH3:16])=[CH:13][N:14]=[C:9]2[CH:8]=[CH:7][C:6]1=[O:17].